This data is from Peptide-MHC class I binding affinity with 185,985 pairs from IEDB/IMGT. The task is: Regression. Given a peptide amino acid sequence and an MHC pseudo amino acid sequence, predict their binding affinity value. This is MHC class I binding data. (1) The peptide sequence is VKINIFPLY. The MHC is HLA-B27:03 with pseudo-sequence HLA-B27:03. The binding affinity (normalized) is 0.0847. (2) The peptide sequence is QWSPGPGRL. The MHC is HLA-B08:02 with pseudo-sequence HLA-B08:02. The binding affinity (normalized) is 0.0847. (3) The peptide sequence is FLNPVIYTF. The MHC is HLA-A32:15 with pseudo-sequence HLA-A32:15. The binding affinity (normalized) is 0.706. (4) The peptide sequence is FLMTATLED. The MHC is HLA-B15:01 with pseudo-sequence HLA-B15:01. The binding affinity (normalized) is 0.0515.